From a dataset of Full USPTO retrosynthesis dataset with 1.9M reactions from patents (1976-2016). Predict the reactants needed to synthesize the given product. (1) Given the product [N:1]([C@@H:4]([C@@H:29]([C:33]1[CH:34]=[CH:35][C:36]([Cl:39])=[CH:37][CH:38]=1)[CH:30]([CH3:31])[CH3:32])[C:5]([NH:7][C:8]1[CH:9]=[N:10][CH:11]=[C:12]([F:28])[C:13]=1[CH2:14][CH2:15][C@H:16]([NH:17][S:19]([C:22]1[CH:27]=[CH:26][CH:25]=[CH:24][CH:23]=1)(=[O:20])=[O:21])[CH2:18][NH:40][CH2:41][C@H:42]([OH:44])[CH3:43])=[O:6])=[N+:2]=[N-:3], predict the reactants needed to synthesize it. The reactants are: [N:1]([C@@H:4]([C@@H:29]([C:33]1[CH:38]=[CH:37][C:36]([Cl:39])=[CH:35][CH:34]=1)[CH:30]([CH3:32])[CH3:31])[C:5]([NH:7][C:8]1[CH:9]=[N:10][CH:11]=[C:12]([F:28])[C:13]=1[CH2:14][CH2:15][CH:16]1[CH2:18][N@@:17]1[S:19]([C:22]1[CH:27]=[CH:26][CH:25]=[CH:24][CH:23]=1)(=[O:21])=[O:20])=[O:6])=[N+:2]=[N-:3].[NH2:40][CH2:41][C@H:42]([OH:44])[CH3:43]. (2) Given the product [Cl:23][C:24]1[CH:29]=[CH:28][C:27]([C:2]2[CH:3]=[C:4]([NH:14][C:15]([C:17]3[CH:18]=[N:19][CH:20]=[N:21][CH:22]=3)=[O:16])[CH:5]=[N:6][C:7]=2[O:8][CH2:9][C:10]([F:13])([F:12])[F:11])=[CH:26][C:25]=1[CH3:33], predict the reactants needed to synthesize it. The reactants are: Br[C:2]1[CH:3]=[C:4]([NH:14][C:15]([C:17]2[CH:18]=[N:19][CH:20]=[N:21][CH:22]=2)=[O:16])[CH:5]=[N:6][C:7]=1[O:8][CH2:9][C:10]([F:13])([F:12])[F:11].[Cl:23][C:24]1[CH:29]=[CH:28][C:27](B(O)O)=[CH:26][C:25]=1[CH3:33].